Dataset: Reaction yield outcomes from USPTO patents with 853,638 reactions. Task: Predict the reaction yield, written as a fraction of the theoretical maximum amount of product (1.0 means a 100% yield; for example, 0.34 means a 34% yield). (1) The reactants are [Br:1][C:2]1[CH:3]=[C:4]([B:8](O)O)[CH:5]=[CH:6][CH:7]=1.[C:11]1([NH2:22])[C:20]2[C:15](=[CH:16][CH:17]=[CH:18][C:19]=2[NH2:21])[CH:14]=[CH:13][CH:12]=1. The catalyst is C1(C)C=CC=CC=1. The product is [Br:1][C:2]1[CH:3]=[C:4]([B:8]2[NH:22][C:11]3[C:20]4[C:15]([CH:14]=[CH:13][CH:12]=3)=[CH:16][CH:17]=[CH:18][C:19]=4[NH:21]2)[CH:5]=[CH:6][CH:7]=1. The yield is 0.540. (2) The catalyst is C(#N)C. The reactants are [F:1][C:2]1[CH:9]=[C:8]([C:10]2[CH:15]=[CH:14][N:13]=[C:12]3[NH:16][C:17]([C:19]4[CH:20]=[N:21][N:22]([CH2:24][CH2:25][N:26]5[CH2:31][CH2:30][O:29][CH2:28][CH2:27]5)[CH:23]=4)=[N:18][C:11]=23)[CH:7]=[CH:6][C:3]=1[CH2:4][NH2:5].C([O:34][C:35]([C:37]1[O:38][C:39]([CH:42]2[CH2:47][CH2:46][O:45][CH2:44][CH2:43]2)=[N:40][N:41]=1)=O)C.C(N(C(C)C)C(C)C)C. The yield is 0.200. The product is [F:1][C:2]1[CH:9]=[C:8]([C:10]2[CH:15]=[CH:14][N:13]=[C:12]3[NH:16][C:17]([C:19]4[CH:20]=[N:21][N:22]([CH2:24][CH2:25][N:26]5[CH2:31][CH2:30][O:29][CH2:28][CH2:27]5)[CH:23]=4)=[N:18][C:11]=23)[CH:7]=[CH:6][C:3]=1[CH2:4][NH:5][C:35]([C:37]1[O:38][C:39]([CH:42]2[CH2:47][CH2:46][O:45][CH2:44][CH2:43]2)=[N:40][N:41]=1)=[O:34]. (3) The product is [N+:29]([O-:32])([O-:31])=[O:30].[N+:29]([O-:32])([O-:31])=[O:30].[C:2]([C:5]1[CH:10]=[CH:9][C:8]([CH2:11][N+:12]2[C:25]3[C:20](=[CH:21][CH:22]=[CH:23][CH:24]=3)[C:19]([C:19]3[C:20]4[C:25]([N+:12]([CH2:11][C:8]5[CH:9]=[CH:10][C:5]([C:2]([OH:4])=[O:3])=[CH:6][CH:7]=5)=[C:13]5[C:18]=3[CH:17]=[C:16]([F:27])[CH:15]=[CH:14]5)=[CH:24][CH:23]=[CH:22][CH:21]=4)=[C:18]3[C:13]=2[CH:14]=[CH:15][C:16]([F:27])=[CH:17]3)=[CH:7][CH:6]=1)([OH:4])=[O:3]. The reactants are [Na].[C:2]([C:5]1[CH:10]=[CH:9][C:8]([CH2:11][N:12]2[C:25]3[C:20](=[CH:21][CH:22]=[CH:23][CH:24]=3)[C:19](=O)[C:18]3[CH:17]=[C:16]([F:27])[CH:15]=[CH:14][C:13]2=3)=[CH:7][CH:6]=1)([OH:4])=[O:3].Cl.[N+:29]([O-:32])([OH:31])=[O:30]. The yield is 0.700. The catalyst is CC(C)=O.[Zn]. (4) The reactants are [OH:1][C@H:2]1[C@@H:6]([OH:7])[CH:5](OC)[O:4][C@@H:3]1[CH2:10][O:11]/[N:12]=[C:13]1\[NH:14][C@@H:15]([C:25]2[CH:30]=[CH:29][C:28]([F:31])=[CH:27][C:26]=2[C:32]2[CH:37]=[CH:36][CH:35]=[C:34]([O:38][CH3:39])[N:33]=2)[CH2:16][C:17]2[N:18]=[C:19]([NH2:24])[N:20]=[C:21]([CH3:23])[C:22]\1=2.[SiH](CC)(CC)CC.B(F)(F)F.CCOCC. The catalyst is C(Cl)Cl. The product is [OH:1][C@H:2]1[C@@H:6]([OH:7])[CH2:5][O:4][C@@H:3]1[CH2:10][O:11]/[N:12]=[C:13]1\[NH:14][C@@H:15]([C:25]2[CH:30]=[CH:29][C:28]([F:31])=[CH:27][C:26]=2[C:32]2[CH:37]=[CH:36][CH:35]=[C:34]([O:38][CH3:39])[N:33]=2)[CH2:16][C:17]2[N:18]=[C:19]([NH2:24])[N:20]=[C:21]([CH3:23])[C:22]\1=2. The yield is 0.300.